Dataset: Full USPTO retrosynthesis dataset with 1.9M reactions from patents (1976-2016). Task: Predict the reactants needed to synthesize the given product. Given the product [F:27][C:25]1[CH:24]=[C:23]([F:28])[CH:22]=[C:21]2[C:26]=1[C:17]([NH:16][C:4]1[C:5]([C:8]3[CH:9]=[N:10][C:11]([O:14][CH3:15])=[CH:12][CH:13]=3)=[N:6][CH:7]=[CH:2][C:3]=1[N:104]1[CH2:109][CH2:108][O:107][CH2:106][CH2:105]1)=[C:18]([CH3:35])[C:19]([C:29]1[CH:34]=[CH:33][CH:32]=[CH:31][N:30]=1)=[N:20]2, predict the reactants needed to synthesize it. The reactants are: Br[C:2]1[CH:3]=[C:4]([NH:16][C:17]2[C:26]3[C:21](=[CH:22][C:23]([F:28])=[CH:24][C:25]=3[F:27])[N:20]=[C:19]([C:29]3[CH:34]=[CH:33][CH:32]=[CH:31][N:30]=3)[C:18]=2[CH3:35])[C:5]([C:8]2[CH:9]=[N:10][C:11]([O:14][CH3:15])=[CH:12][CH:13]=2)=[N:6][CH:7]=1.C1(P(C2CCCCC2)C2(C(C)C)CC(C(C)C)=CC(C(C)C)=C2C2C=CC=CC=2)CCCCC1.CC(C1C=C(C(C)C)C(C2C=CC=CC=2P(C2CCCCC2)C2CCCCC2)=C(C(C)C)C=1)C.[NH:104]1[CH2:109][CH2:108][O:107][CH2:106][CH2:105]1.CC(C)([O-])C.[Na+].